From a dataset of NCI-60 drug combinations with 297,098 pairs across 59 cell lines. Regression. Given two drug SMILES strings and cell line genomic features, predict the synergy score measuring deviation from expected non-interaction effect. (1) Drug 1: CCC1=CC2CC(C3=C(CN(C2)C1)C4=CC=CC=C4N3)(C5=C(C=C6C(=C5)C78CCN9C7C(C=CC9)(C(C(C8N6C)(C(=O)OC)O)OC(=O)C)CC)OC)C(=O)OC.C(C(C(=O)O)O)(C(=O)O)O. Drug 2: CC1C(C(CC(O1)OC2CC(CC3=C2C(=C4C(=C3O)C(=O)C5=C(C4=O)C(=CC=C5)OC)O)(C(=O)CO)O)N)O.Cl. Cell line: HOP-62. Synergy scores: CSS=43.6, Synergy_ZIP=2.61, Synergy_Bliss=2.70, Synergy_Loewe=-2.32, Synergy_HSA=2.80. (2) Drug 1: CC(C1=C(C=CC(=C1Cl)F)Cl)OC2=C(N=CC(=C2)C3=CN(N=C3)C4CCNCC4)N. Drug 2: CC1CCCC2(C(O2)CC(NC(=O)CC(C(C(=O)C(C1O)C)(C)C)O)C(=CC3=CSC(=N3)C)C)C. Cell line: SW-620. Synergy scores: CSS=21.8, Synergy_ZIP=5.52, Synergy_Bliss=8.72, Synergy_Loewe=6.15, Synergy_HSA=6.96. (3) Drug 1: CCC1(CC2CC(C3=C(CCN(C2)C1)C4=CC=CC=C4N3)(C5=C(C=C6C(=C5)C78CCN9C7C(C=CC9)(C(C(C8N6C)(C(=O)OC)O)OC(=O)C)CC)OC)C(=O)OC)O.OS(=O)(=O)O. Drug 2: CN1C2=C(C=C(C=C2)N(CCCl)CCCl)N=C1CCCC(=O)O.Cl. Cell line: MOLT-4. Synergy scores: CSS=-0.935, Synergy_ZIP=4.03, Synergy_Bliss=4.64, Synergy_Loewe=-1.87, Synergy_HSA=-1.46. (4) Drug 1: CCC1=C2CN3C(=CC4=C(C3=O)COC(=O)C4(CC)O)C2=NC5=C1C=C(C=C5)O. Drug 2: C(=O)(N)NO. Cell line: SR. Synergy scores: CSS=55.1, Synergy_ZIP=-1.81, Synergy_Bliss=-3.37, Synergy_Loewe=-43.5, Synergy_HSA=-3.26. (5) Drug 1: CC1OCC2C(O1)C(C(C(O2)OC3C4COC(=O)C4C(C5=CC6=C(C=C35)OCO6)C7=CC(=C(C(=C7)OC)O)OC)O)O. Drug 2: CN(CCCl)CCCl.Cl. Cell line: CCRF-CEM. Synergy scores: CSS=63.4, Synergy_ZIP=-0.223, Synergy_Bliss=0.547, Synergy_Loewe=-2.69, Synergy_HSA=1.83. (6) Drug 2: C1=NC2=C(N1)C(=S)N=CN2. Drug 1: CC12CCC3C(C1CCC2O)C(CC4=C3C=CC(=C4)O)CCCCCCCCCS(=O)CCCC(C(F)(F)F)(F)F. Cell line: OVCAR-8. Synergy scores: CSS=31.3, Synergy_ZIP=-9.05, Synergy_Bliss=-1.86, Synergy_Loewe=-27.4, Synergy_HSA=-0.745. (7) Drug 1: C1CC(=O)NC(=O)C1N2CC3=C(C2=O)C=CC=C3N. Cell line: HOP-62. Synergy scores: CSS=9.44, Synergy_ZIP=-4.72, Synergy_Bliss=-8.14, Synergy_Loewe=-12.0, Synergy_HSA=-9.12. Drug 2: C1CCC(CC1)NC(=O)N(CCCl)N=O.